This data is from Forward reaction prediction with 1.9M reactions from USPTO patents (1976-2016). The task is: Predict the product of the given reaction. Given the reactants [CH3:1][C@@H:2]1[NH:7][CH2:6][CH2:5][N:4]([C:8]2[CH:13]=[CH:12][C:11]([O:14][C:15]([F:18])([F:17])[F:16])=[CH:10][CH:9]=2)[CH2:3]1.C[O:20][C:21]([CH:23]1[CH2:31][C:30]2[C:25](=[CH:26][CH:27]=[CH:28][C:29]=2[S:32](Cl)(=[O:34])=[O:33])[CH2:24]1)=[O:22], predict the reaction product. The product is: [CH3:1][C@H:2]1[CH2:3][N:4]([C:8]2[CH:9]=[CH:10][C:11]([O:14][C:15]([F:18])([F:16])[F:17])=[CH:12][CH:13]=2)[CH2:5][CH2:6][N:7]1[S:32]([C:29]1[CH:28]=[CH:27][CH:26]=[C:25]2[C:30]=1[CH2:31][CH:23]([C:21]([OH:22])=[O:20])[CH2:24]2)(=[O:34])=[O:33].